Dataset: Forward reaction prediction with 1.9M reactions from USPTO patents (1976-2016). Task: Predict the product of the given reaction. (1) Given the reactants Cl[C:2]1[C:11]([C:12]([OH:14])=[O:13])=[CH:10][C:9]2[C:4](=[CH:5][CH:6]=[C:7]([Cl:15])[CH:8]=2)[N:3]=1.[CH3:16][CH2:17][CH2:18][CH:19]([NH2:23])[C:20]([OH:22])=[O:21].CC#N, predict the reaction product. The product is: [C:20]([CH:19]([NH:23][C:2]1[C:11]([C:12]([OH:14])=[O:13])=[CH:10][C:9]2[C:4](=[CH:5][CH:6]=[C:7]([Cl:15])[CH:8]=2)[N:3]=1)[CH2:18][CH2:17][CH3:16])([OH:22])=[O:21]. (2) Given the reactants [CH:1]([CH:4]1[CH2:9][CH2:8][C:7]([C:10]2[O:14][N:13]=[C:12]([C:15]([OH:17])=O)[C:11]=2[CH3:18])=[CH:6][CH2:5]1)([CH3:3])[CH3:2].CN(C=O)C.C(Cl)(=O)C(Cl)=O.[NH2:30][C:31]1[C:32](=[O:44])[N:33]([CH:38]2[CH2:43][CH2:42][CH2:41][CH2:40][CH2:39]2)[N:34]([CH3:37])[C:35]=1[CH3:36].C(N(CC)CC)C, predict the reaction product. The product is: [CH:38]1([N:33]2[C:32](=[O:44])[C:31]([NH:30][C:15]([C:12]3[C:11]([CH3:18])=[C:10]([C:7]4[CH2:8][CH2:9][CH:4]([CH:1]([CH3:2])[CH3:3])[CH2:5][CH:6]=4)[O:14][N:13]=3)=[O:17])=[C:35]([CH3:36])[N:34]2[CH3:37])[CH2:39][CH2:40][CH2:41][CH2:42][CH2:43]1.